Dataset: Full USPTO retrosynthesis dataset with 1.9M reactions from patents (1976-2016). Task: Predict the reactants needed to synthesize the given product. Given the product [O:1]1[CH2:2][CH2:3][N:4]([CH2:7][C:8]2[CH:13]=[CH:12][C:11]([O:14][CH2:16][CH2:17][CH2:18][CH2:19][CH2:20][CH2:21][N:22]3[C:26](=[O:27])[C:25]4=[CH:28][CH:29]=[CH:30][CH:31]=[C:24]4[C:23]3=[O:32])=[CH:10][CH:9]=2)[CH2:5][CH2:6]1, predict the reactants needed to synthesize it. The reactants are: [O:1]1[CH2:6][CH2:5][N:4]([CH2:7][C:8]2[CH:13]=[CH:12][C:11]([OH:14])=[CH:10][CH:9]=2)[CH2:3][CH2:2]1.Br[CH2:16][CH2:17][CH2:18][CH2:19][CH2:20][CH2:21][N:22]1[C:26](=[O:27])[C:25]2=[CH:28][CH:29]=[CH:30][CH:31]=[C:24]2[C:23]1=[O:32].C([O-])([O-])=O.[K+].[K+].